From a dataset of Forward reaction prediction with 1.9M reactions from USPTO patents (1976-2016). Predict the product of the given reaction. (1) Given the reactants [NH2:1][CH:2]1[CH2:7][CH2:6][N:5]([C:8]([C:10]2[CH:15]=[CH:14][C:13]([C:16]([N:18]3[CH2:23][CH2:22][CH:21]([NH2:24])[CH2:20][CH2:19]3)=[O:17])=[CH:12][CH:11]=2)=[O:9])[CH2:4][CH2:3]1.C(O)(=O)C.[BrH:29], predict the reaction product. The product is: [BrH:29].[BrH:29].[NH2:24][CH:21]1[CH2:22][CH2:23][N:18]([C:16]([C:13]2[CH:14]=[CH:15][C:10]([C:8]([N:5]3[CH2:6][CH2:7][CH:2]([NH2:1])[CH2:3][CH2:4]3)=[O:9])=[CH:11][CH:12]=2)=[O:17])[CH2:19][CH2:20]1. (2) Given the reactants C[O:2][C:3]([C:5]1[C:6](Cl)=[N:7][C:8]2[C:13]([C:14]=1[C:15]1[CH:20]=[CH:19][CH:18]=[CH:17][CH:16]=1)=[CH:12][C:11]([Cl:21])=[CH:10][C:9]=2[CH3:22])=[O:4].[F:24][C:25]1([F:31])[CH2:30][CH2:29][NH:28][CH2:27][CH2:26]1, predict the reaction product. The product is: [Cl:21][C:11]1[CH:12]=[C:13]2[C:8](=[C:9]([CH3:22])[CH:10]=1)[N:7]=[C:6]([N:28]1[CH2:29][CH2:30][C:25]([F:31])([F:24])[CH2:26][CH2:27]1)[C:5]([C:3]([OH:2])=[O:4])=[C:14]2[C:15]1[CH:20]=[CH:19][CH:18]=[CH:17][CH:16]=1. (3) Given the reactants [H-].[Na+].[CH3:3]N(C)C=O.[Cl:8][C:9]1[N:10]=[C:11]([N:18]2[CH2:23][CH2:22][CH2:21][C@@H:20]([NH:24][C:25](=[O:31])[O:26][C:27]([CH3:30])([CH3:29])[CH3:28])[CH2:19]2)[C:12]2[CH2:17][CH2:16][CH2:15][C:13]=2[N:14]=1.CI, predict the reaction product. The product is: [Cl:8][C:9]1[N:10]=[C:11]([N:18]2[CH2:23][CH2:22][CH2:21][C@@H:20]([N:24]([CH3:3])[C:25](=[O:31])[O:26][C:27]([CH3:28])([CH3:30])[CH3:29])[CH2:19]2)[C:12]2[CH2:17][CH2:16][CH2:15][C:13]=2[N:14]=1. (4) Given the reactants [NH2:1][C:2]1[C:10]2[C:9]([C:11]3[CH:16]=[CH:15][C:14]([Cl:17])=[C:13]([Cl:18])[CH:12]=3)=[N:8][C:7](S(C)=O)=[N:6][C:5]=2[S:4][C:3]=1[C:22]([NH2:24])=[O:23].[NH2:25][C@@H:26]([CH:29]([CH3:31])[CH3:30])[CH2:27][OH:28], predict the reaction product. The product is: [OH:28][CH2:27][C@@H:26]([NH:25][C:7]1[N:8]=[C:9]([C:11]2[CH:16]=[CH:15][C:14]([Cl:17])=[C:13]([Cl:18])[CH:12]=2)[C:10]2[C:2]([NH2:1])=[C:3]([C:22]([NH2:24])=[O:23])[S:4][C:5]=2[N:6]=1)[CH:29]([CH3:31])[CH3:30]. (5) The product is: [CH:1]1([CH:7]([NH:20][C:21]2[CH:22]=[CH:23][C:24]([C:53]([N:31]([CH3:30])[CH2:32][CH2:33][C:34]([OH:36])=[O:35])=[O:52])=[CH:28][CH:29]=2)[C:8]2[CH:12]=[C:11]([C:13]3[CH:14]=[N:15][N:16]([CH3:18])[CH:17]=3)[O:10][C:9]=2[CH3:19])[CH2:6][CH2:5][CH2:4][CH2:3][CH2:2]1. Given the reactants [CH:1]1([CH:7]([NH:20][C:21]2[CH:29]=[CH:28][C:24](C(O)=O)=[CH:23][CH:22]=2)[C:8]2[CH:12]=[C:11]([C:13]3[CH:14]=[N:15][N:16]([CH3:18])[CH:17]=3)[O:10][C:9]=2[CH3:19])[CH2:6][CH2:5][CH2:4][CH2:3][CH2:2]1.[CH3:30][NH:31][CH2:32][CH2:33][C:34]([O:36]CC)=[O:35].Cl.C(N=C=NCCCN(C)C)C.O.[OH:52][C:53]1C2N=NNC=2C=CC=1, predict the reaction product.